From a dataset of Forward reaction prediction with 1.9M reactions from USPTO patents (1976-2016). Predict the product of the given reaction. (1) Given the reactants [Br:1][C:2]1[CH:11]=[CH:10][C:5]([C:6]([NH:8]O)=[NH:7])=[CH:4][CH:3]=1.[CH:12](=[CH:19][C:20]([C:22]1[CH:27]=[CH:26][CH:25]=[CH:24][CH:23]=1)=O)[C:13]1[CH:18]=[CH:17][CH:16]=[CH:15][CH:14]=1.C(O)(=O)C, predict the reaction product. The product is: [Br:1][C:2]1[CH:11]=[CH:10][C:5]([C:6]2[N:8]=[C:20]([C:22]3[CH:27]=[CH:26][CH:25]=[CH:24][CH:23]=3)[CH:19]=[C:12]([C:13]3[CH:18]=[CH:17][CH:16]=[CH:15][CH:14]=3)[N:7]=2)=[CH:4][CH:3]=1. (2) Given the reactants [CH3:1][C:2]1[CH:7]=[CH:6][C:5]([C:8]2[N:12]([C:13]3[CH:18]=C(C#N)[CH:16]=[CH:15][N:14]=3)[N:11]=[CH:10][CH:9]=2)=[CH:4][CH:3]=1.[OH-:21].[Na+].Cl.[CH3:24][CH2:25][OH:26], predict the reaction product. The product is: [C:2]1([CH3:1])[CH:7]=[CH:6][C:5]([C:8]2[N:12]([C:13]3[CH:18]=[C:24]([CH:16]=[CH:15][N:14]=3)[C:25]([OH:21])=[O:26])[N:11]=[CH:10][CH:9]=2)=[CH:4][CH:3]=1. (3) Given the reactants [Br:1][C:2]1[C:3](F)=[C:4]2[C:10]([NH2:11])=[CH:9][NH:8][C:5]2=[N:6][CH:7]=1.[CH3:13][N:14]([C@@H:22]1[CH2:27][CH2:26][CH2:25][NH:24][CH2:23]1)[C:15](=[O:21])[O:16][C:17]([CH3:20])([CH3:19])[CH3:18].C(N(C(C)C)C(C)C)C, predict the reaction product. The product is: [NH2:11][C:10]1[C:4]2[C:5](=[N:6][CH:7]=[C:2]([Br:1])[C:3]=2[N:24]2[CH2:25][CH2:26][CH2:27][C@@H:22]([N:14]([CH3:13])[C:15](=[O:21])[O:16][C:17]([CH3:18])([CH3:19])[CH3:20])[CH2:23]2)[NH:8][CH:9]=1. (4) Given the reactants [Cl:1][C:2]1[CH:10]=[CH:9][C:8]([N+:11]([O-])=O)=[CH:7][C:3]=1[C:4]([NH2:6])=[O:5], predict the reaction product. The product is: [NH2:11][C:8]1[CH:9]=[CH:10][C:2]([Cl:1])=[C:3]([CH:7]=1)[C:4]([NH2:6])=[O:5]. (5) Given the reactants Br[CH2:2][CH2:3][CH2:4][CH2:5][CH2:6][CH2:7][C:8]1[C:14]2[CH:15]=[CH:16][C:17]([OH:19])=[CH:18][C:13]=2[CH2:12][CH2:11][CH2:10][C:9]=1[C:20]1[CH:25]=[CH:24][CH:23]=[CH:22][CH:21]=1.[F:26][C:27]([F:41])([F:40])[CH2:28][CH2:29][S:30]([CH2:33][CH2:34][CH2:35][NH:36][CH2:37][CH2:38][OH:39])(=[O:32])=[O:31], predict the reaction product. The product is: [OH:39][CH2:38][CH2:37][N:36]([CH2:35][CH2:34][CH2:33][S:30]([CH2:29][CH2:28][C:27]([F:41])([F:26])[F:40])(=[O:31])=[O:32])[CH2:2][CH2:3][CH2:4][CH2:5][CH2:6][CH2:7][C:8]1[C:14]2[CH:15]=[CH:16][C:17]([OH:19])=[CH:18][C:13]=2[CH2:12][CH2:11][CH2:10][C:9]=1[C:20]1[CH:25]=[CH:24][CH:23]=[CH:22][CH:21]=1. (6) Given the reactants BrC1C=CC(OCOCC[Si](C)(C)C)=CC=1C.CO[C:20]1[C:21]([O:30][CH2:31][O:32][CH2:33][CH2:34][Si:35]([CH3:38])([CH3:37])[CH3:36])=[CH:22][C:23]([CH3:29])=[C:24]([B:26]([OH:28])[OH:27])[CH:25]=1, predict the reaction product. The product is: [CH3:29][C:23]1[CH:22]=[C:21]([O:30][CH2:31][O:32][CH2:33][CH2:34][Si:35]([CH3:36])([CH3:38])[CH3:37])[CH:20]=[CH:25][C:24]=1[B:26]([OH:28])[OH:27]. (7) Given the reactants C(OC[N:9]1[C:13]2[N:14]=[C:15]([NH:28][C:29]3[CH:34]=[CH:33][C:32]([NH:35][CH:36]4[CH2:39][N:38]([CH2:40][CH2:41][F:42])[CH2:37]4)=[CH:31][C:30]=3[O:43][CH3:44])[N:16]=[C:17]([O:18][C:19]3[CH:24]=[CH:23][CH:22]=[C:21]([N+:25]([O-])=O)[CH:20]=3)[C:12]=2[CH:11]=[CH:10]1)(=O)C(C)(C)C.NN.O, predict the reaction product. The product is: [NH2:25][C:21]1[CH:20]=[C:19]([CH:24]=[CH:23][CH:22]=1)[O:18][C:17]1[C:12]2[CH:11]=[CH:10][NH:9][C:13]=2[N:14]=[C:15]([NH:28][C:29]2[CH:34]=[CH:33][C:32]([NH:35][CH:36]3[CH2:39][N:38]([CH2:40][CH2:41][F:42])[CH2:37]3)=[CH:31][C:30]=2[O:43][CH3:44])[N:16]=1. (8) Given the reactants [O:1]1[CH:5]=[CH:4][N:3]=[C:2]1[C:6]1[CH:11]=[CH:10][C:9]([OH:12])=[CH:8][CH:7]=1.CC(C)([O-])C.[K+].F[C:20]1[CH:25]=[CH:24][C:23]([N+:26]([O-:28])=[O:27])=[CH:22][CH:21]=1.[OH-].[Na+], predict the reaction product. The product is: [N+:26]([C:23]1[CH:24]=[CH:25][C:20]([O:12][C:9]2[CH:10]=[CH:11][C:6]([C:2]3[O:1][CH:5]=[CH:4][N:3]=3)=[CH:7][CH:8]=2)=[CH:21][CH:22]=1)([O-:28])=[O:27].